This data is from Reaction yield outcomes from USPTO patents with 853,638 reactions. The task is: Predict the reaction yield, written as a fraction of the theoretical maximum amount of product (1.0 means a 100% yield; for example, 0.34 means a 34% yield). (1) The reactants are [CH3:1][C:2]1[N:3]=[C:4]([NH2:27])[C:5]([NH:18][C@@H:19]([C:21]2[CH:26]=[CH:25][CH:24]=[CH:23][CH:22]=2)[CH3:20])=[N:6][C:7]=1[C:8]1[CH:17]=[CH:16][CH:15]=[C:14]2[C:9]=1[CH:10]=[CH:11][CH:12]=[N:13]2.BrC1N=C(N[C@@H](C2C=CC=CC=2)C)C(N)=NC=1C.N1C2C=CC=C(B(O)O)C=2C=CC=1.[C:59](=O)([O-])[O-:60].[K+].[K+]. The catalyst is O.CN(C)C=O.[Pd].C1(P(C2C=CC=CC=2)C2C=CC=CC=2)C=CC=CC=1.C1(P(C2C=CC=CC=2)C2C=CC=CC=2)C=CC=CC=1.C1(P(C2C=CC=CC=2)C2C=CC=CC=2)C=CC=CC=1.C1(P(C2C=CC=CC=2)C2C=CC=CC=2)C=CC=CC=1. The product is [CH3:1][C:2]1[N:3]=[C:4]2[NH:27][C:59](=[O:60])[N:18]([C@@H:19]([C:21]3[CH:26]=[CH:25][CH:24]=[CH:23][CH:22]=3)[CH3:20])[C:5]2=[N:6][C:7]=1[C:8]1[CH:17]=[CH:16][CH:15]=[C:14]2[C:9]=1[CH:10]=[CH:11][CH:12]=[N:13]2. The yield is 0.670. (2) The reactants are [N:1]([CH2:4][CH:5]1[CH2:14][C@@H:13]2[C@:8]([CH3:17])([CH2:9][CH2:10][CH2:11][C:12]2([CH3:16])[CH3:15])[C@@H:7]([C:18]([C:20]2[CH:25]=[C:24]([O:26][CH3:27])[CH:23]=[C:22]([O:28][CH3:29])[CH:21]=2)=[O:19])[C@@H:6]1[CH3:30])=[N+]=[N-].C1(P(C2C=CC=CC=2)C2C=CC=CC=2)C=CC=CC=1.O. The catalyst is C1COCC1. The product is [CH3:29][O:28][C:22]1[CH:21]=[C:20]([C:18]([C@@H:7]2[C@:8]3([CH3:17])[C@H:13]([C:12]([CH3:15])([CH3:16])[CH2:11][CH2:10][CH2:9]3)[CH2:14][CH:5]([CH2:4][NH2:1])[C@H:6]2[CH3:30])=[O:19])[CH:25]=[C:24]([O:26][CH3:27])[CH:23]=1. The yield is 1.00. (3) The reactants are O=P(Cl)(Cl)Cl.C([O:9][C:10]1[C:19]([S:20]([OH:23])(=[O:22])=O)=[CH:18][C:17]2[C:12](=[CH:13][CH:14]=[C:15]([S:24]([OH:27])(=[O:26])=O)[CH:16]=2)[CH:11]=1)(=O)C.[NH2:28][C:29]1[CH:37]=[CH:36][C:32]([C:33]([OH:35])=[O:34])=[CH:31][CH:30]=1.OS(O)(=O)=O. The catalyst is C(#N)C.O. The product is [C:33]([C:32]1[CH:36]=[CH:37][C:29]([NH:28][S:20]([C:19]2[C:10]([OH:9])=[CH:11][C:12]3[C:17]([CH:18]=2)=[CH:16][C:15]([S:24](=[O:27])(=[O:26])[NH:28][C:29]2[CH:37]=[CH:36][C:32]([C:33]([OH:35])=[O:34])=[CH:31][CH:30]=2)=[CH:14][CH:13]=3)(=[O:22])=[O:23])=[CH:30][CH:31]=1)([OH:35])=[O:34]. The yield is 0.530. (4) The reactants are [C:1]([C:5]1[CH:10]=[CH:9][C:8]([N:11]2[C:15](=[O:16])[C:14](=[C:17]([NH:19][NH:20][C:21](=[O:32])[C:22]3[CH:27]=[CH:26][C:25]([C:28]([O:30]C)=[O:29])=[CH:24][CH:23]=3)[CH3:18])[C:13]([CH3:33])=[N:12]2)=[CH:7][CH:6]=1)([CH3:4])([CH3:3])[CH3:2].[OH-].[Na+].Cl. The catalyst is CO. The product is [C:1]([C:5]1[CH:6]=[CH:7][C:8]([N:11]2[C:15](=[O:16])[C:14](=[C:17]([NH:19][NH:20][C:21](=[O:32])[C:22]3[CH:23]=[CH:24][C:25]([C:28]([OH:30])=[O:29])=[CH:26][CH:27]=3)[CH3:18])[C:13]([CH3:33])=[N:12]2)=[CH:9][CH:10]=1)([CH3:2])([CH3:3])[CH3:4]. The yield is 0.610. (5) The reactants are [CH3:1][O:2][C:3]1[CH:24]=[CH:23][C:6]2[N:7]([CH2:10][C:11]3[CH:22]=[CH:21][C:14]4[N:15]=[C:16](S(C)=O)[O:17][C:13]=4[CH:12]=3)[CH:8]=[N:9][C:5]=2[CH:4]=1.[NH2:25][C@@H:26]1[CH2:31][CH2:30][CH2:29][CH2:28][C@H:27]1[OH:32].CCN(C(C)C)C(C)C.O. The catalyst is CC(N(C)C)=O. The product is [CH3:1][O:2][C:3]1[CH:24]=[CH:23][C:6]2[N:7]([CH2:10][C:11]3[CH:22]=[CH:21][C:14]4[N:15]=[C:16]([NH:25][C@@H:26]5[CH2:31][CH2:30][CH2:29][CH2:28][C@H:27]5[OH:32])[O:17][C:13]=4[CH:12]=3)[CH:8]=[N:9][C:5]=2[CH:4]=1. The yield is 0.299.